This data is from Catalyst prediction with 721,799 reactions and 888 catalyst types from USPTO. The task is: Predict which catalyst facilitates the given reaction. (1) Reactant: [CH3:1][NH:2][C:3]([CH:5]1[CH2:7][CH:6]1[C:8]1[CH:13]=[CH:12][CH:11]=[CH:10][CH:9]=1)=O.[H-].[H-].[H-].[H-].[Li+].[Al+3]. Product: [CH3:1][NH:2][CH2:3][C@H:5]1[CH2:7][C@H:6]1[C:8]1[CH:13]=[CH:12][CH:11]=[CH:10][CH:9]=1. The catalyst class is: 1. (2) Reactant: [CH2:1]([O:3][C:4]([C:6]1[CH:7]=[C:8]2[C:12](=[CH:13][CH:14]=1)[NH:11][N:10]=[CH:9]2)=[O:5])[CH3:2].[C:15]([O-])(=[O:17])[CH3:16].[K+].C(OC(=O)C)(=O)C.C1OCCOCCOCCOCCOCCOC1.CCCCCON=O. Product: [C:15]([N:11]1[C:12]2[C:8](=[CH:7][C:6]([C:4]([O:3][CH2:1][CH3:2])=[O:5])=[CH:14][CH:13]=2)[CH:9]=[N:10]1)(=[O:17])[CH3:16]. The catalyst class is: 22. (3) Reactant: [Br:1][C:2]1[C:3]([Cl:13])=[C:4]([C:8]([O:10]CC)=[O:9])[S:5][C:6]=1[Br:7].[OH-].[Li+].C1COCC1.Cl. Product: [Br:1][C:2]1[C:3]([Cl:13])=[C:4]([C:8]([OH:10])=[O:9])[S:5][C:6]=1[Br:7]. The catalyst class is: 6. (4) Product: [Cl:1][C:2]1[C:10]([CH3:11])=[N:9][C:8]2[N:4]([N:5]=[C:6]3[CH2:14][N:13]([C:15]([C:17]4[CH:22]=[CH:21][C:20]([F:23])=[CH:19][C:18]=4[O:24][CH:25]4[CH2:30][CH2:29][N:28]([CH:33]([CH3:35])[CH3:32])[CH2:27][CH2:26]4)=[O:16])[CH2:12][C:7]3=2)[C:3]=1[CH3:31]. Reactant: [Cl:1][C:2]1[C:10]([CH3:11])=[N:9][C:8]2[N:4]([N:5]=[C:6]3[CH2:14][N:13]([C:15]([C:17]4[CH:22]=[CH:21][C:20]([F:23])=[CH:19][C:18]=4[O:24][CH:25]4[CH2:30][CH2:29][NH:28][CH2:27][CH2:26]4)=[O:16])[CH2:12][C:7]3=2)[C:3]=1[CH3:31].[CH3:32][C:33]([CH3:35])=O.C(O[BH-](OC(=O)C)OC(=O)C)(=O)C.[Na+]. The catalyst class is: 2. (5) Reactant: N[C:2]1[CH:3]=[CH:4][C:5]([N:8]2[CH:13]=[CH:12][CH:11]=[CH:10][C:9]2=[O:14])=[N:6][CH:7]=1.N([O-])=O.[Na+].[Na+].[I-:20]. Product: [I:20][C:2]1[CH:3]=[CH:4][C:5]([N:8]2[CH:13]=[CH:12][CH:11]=[CH:10][C:9]2=[O:14])=[N:6][CH:7]=1. The catalyst class is: 126. (6) Reactant: [OH:1][CH2:2][C:3]1[CH:4]=[C:5]([CH:28]=[CH:29][C:30]=1[CH2:31][OH:32])[CH2:6][O:7][C:8]1[CH:9]=[CH:10][C:11]([CH3:27])=[C:12]([C:14]2[CH:19]=[CH:18][C:17]([C:20](=[O:23])[CH2:21][CH3:22])=[CH:16][C:15]=2[CH2:24][CH2:25][CH3:26])[CH:13]=1.[CH2:33]([Mg]Br)[CH3:34].[Cl-].[NH4+]. Product: [CH2:21]([C:20]([C:17]1[CH:18]=[CH:19][C:14]([C:12]2[C:11]([CH3:27])=[CH:10][CH:9]=[C:8]([O:7][CH2:6][C:5]3[CH:28]=[CH:29][C:30]([CH2:31][OH:32])=[C:3]([CH2:2][OH:1])[CH:4]=3)[CH:13]=2)=[C:15]([CH2:24][CH2:25][CH3:26])[CH:16]=1)([OH:23])[CH2:33][CH3:34])[CH3:22]. The catalyst class is: 1. (7) Reactant: [CH2:1]([N:8]1[C:17]2[C:16]3[CH:18]=[CH:19][CH:20]=[CH:21][C:15]=3[N:14](C(C3C=CC=CC=3)=O)[CH2:13][CH2:12][C:11]=2[N:10]=[C:9]1[CH3:30])[C:2]1[CH:7]=[CH:6][CH:5]=[CH:4][CH:3]=1.Cl. Product: [CH2:1]([N:8]1[C:17]2[C:16]3[CH:18]=[CH:19][CH:20]=[CH:21][C:15]=3[NH:14][CH2:13][CH2:12][C:11]=2[N:10]=[C:9]1[CH3:30])[C:2]1[CH:3]=[CH:4][CH:5]=[CH:6][CH:7]=1. The catalyst class is: 5.